From a dataset of Reaction yield outcomes from USPTO patents with 853,638 reactions. Predict the reaction yield, written as a fraction of the theoretical maximum amount of product (1.0 means a 100% yield; for example, 0.34 means a 34% yield). (1) The catalyst is C(Cl)Cl. The yield is 1.00. The product is [ClH:25].[CH2:1]([NH:8][C:9]1[C:18]([CH2:19][Cl:25])=[CH:17][C:16]2[C:11](=[CH:12][CH:13]=[C:14]([O:21][CH3:22])[CH:15]=2)[N:10]=1)[C:2]1[CH:7]=[CH:6][CH:5]=[CH:4][CH:3]=1. The reactants are [CH2:1]([NH:8][C:9]1[C:18]([CH2:19]O)=[CH:17][C:16]2[C:11](=[CH:12][CH:13]=[C:14]([O:21][CH3:22])[CH:15]=2)[N:10]=1)[C:2]1[CH:7]=[CH:6][CH:5]=[CH:4][CH:3]=1.O=S(Cl)[Cl:25]. (2) The reactants are [NH:1]1[CH2:4][CH:3]([N:5]2[CH:9]=[C:8]([C:10]3[C:11]([O:25][C:26]4[CH:31]=[CH:30][C:29]([F:32])=[CH:28][CH:27]=4)=[C:12]4[C:17](=[CH:18][CH:19]=3)[N:16]([C:20]([O:22][CH3:23])=[O:21])[C@@H:15]([CH3:24])[CH2:14][CH2:13]4)[CH:7]=[N:6]2)[CH2:2]1.C=O.[C:35](O[BH-](OC(=O)C)OC(=O)C)(=O)C.[Na+]. The catalyst is CO. The product is [F:32][C:29]1[CH:28]=[CH:27][C:26]([O:25][C:11]2[C:10]([C:8]3[CH:7]=[N:6][N:5]([CH:3]4[CH2:2][N:1]([CH3:35])[CH2:4]4)[CH:9]=3)=[CH:19][CH:18]=[C:17]3[C:12]=2[CH2:13][CH2:14][C@H:15]([CH3:24])[N:16]3[C:20]([O:22][CH3:23])=[O:21])=[CH:31][CH:30]=1. The yield is 0.790. (3) The reactants are [Cl:1][C:2]1[CH:3]=[C:4]([S:9]([N:12]2[C:21]3[C:16](=[CH:17][CH:18]=[CH:19][CH:20]=3)[NH:15][C:14](=[O:22])[C@H:13]2[CH2:23][C:24]([OH:26])=[O:25])(=[O:11])=[O:10])[CH:5]=[CH:6][C:7]=1[Cl:8].CCN(CC)CC.CCN=C=NCCCN(C)C.C1C=CC2N(O)N=NC=2C=1.[N:55]1[C:64]2[NH:63][CH2:62][CH2:61][CH2:60][C:59]=2[CH:58]=[CH:57][C:56]=1[CH2:65][CH2:66][CH2:67][CH2:68]O. The catalyst is C(Cl)Cl. The product is [Cl:1][C:2]1[CH:3]=[C:4]([S:9]([N:12]2[C:21]3[C:16](=[CH:17][CH:18]=[CH:19][CH:20]=3)[NH:15][C:14](=[O:22])[C@H:13]2[CH2:23][C:24]([O:26][CH2:68][CH2:67][CH2:66][CH2:65][C:56]2[CH:57]=[CH:58][C:59]3[CH2:60][CH2:61][CH2:62][NH:63][C:64]=3[N:55]=2)=[O:25])(=[O:11])=[O:10])[CH:5]=[CH:6][C:7]=1[Cl:8]. The yield is 0.330.